This data is from Peptide-MHC class II binding affinity with 134,281 pairs from IEDB. The task is: Regression. Given a peptide amino acid sequence and an MHC pseudo amino acid sequence, predict their binding affinity value. This is MHC class II binding data. (1) The peptide sequence is YVDEHLMCEIEGHHL. The MHC is HLA-DQA10101-DQB10501 with pseudo-sequence HLA-DQA10101-DQB10501. The binding affinity (normalized) is 0.208. (2) The peptide sequence is GAYDTYKCIPSLEAA. The MHC is DRB3_0202 with pseudo-sequence DRB3_0202. The binding affinity (normalized) is 0.165. (3) The binding affinity (normalized) is 0.683. The MHC is DRB1_0901 with pseudo-sequence DRB1_0901. The peptide sequence is TCAKSMSLFEVDQTKKK. (4) The peptide sequence is ESYKFIPALEAAVKQ. The MHC is DRB4_0101 with pseudo-sequence DRB4_0103. The binding affinity (normalized) is 0.157. (5) The peptide sequence is AAETAGTTVYGAFAA. The MHC is HLA-DPA10103-DPB10601 with pseudo-sequence HLA-DPA10103-DPB10601. The binding affinity (normalized) is 0.0643. (6) The peptide sequence is DYDVVYLKPLAGMYK. The MHC is DRB1_1501 with pseudo-sequence DRB1_1501. The binding affinity (normalized) is 0.383. (7) The binding affinity (normalized) is 0.216. The peptide sequence is EVYEARLTKFKYLAG. The MHC is DRB1_0301 with pseudo-sequence DRB1_0301.